Predict the reaction yield, written as a fraction of the theoretical maximum amount of product (1.0 means a 100% yield; for example, 0.34 means a 34% yield). From a dataset of Reaction yield outcomes from USPTO patents with 853,638 reactions. (1) The reactants are C(Cl)C[Cl:3].[NH2:5][C:6]1[N:11]=[CH:10][C:9]([CH:12]=[CH:13][C:14]([OH:16])=O)=[CH:8][CH:7]=1.C1C=CC2N(O)N=NC=2C=1.[Cl:27][C:28]1[C:32]2[CH:33]=[CH:34][CH:35]=[CH:36][C:31]=2[O:30][C:29]=1[CH2:37][NH:38][CH3:39].C(N(C(C)C)C(C)C)C. The catalyst is CN(C=O)C.O. The product is [ClH:3].[NH2:5][C:6]1[N:11]=[CH:10][C:9](/[CH:12]=[CH:13]/[C:14]([N:38]([CH2:37][C:29]2[O:30][C:31]3[CH:36]=[CH:35][CH:34]=[CH:33][C:32]=3[C:28]=2[Cl:27])[CH3:39])=[O:16])=[CH:8][CH:7]=1. The yield is 0.890. (2) The reactants are [CH3:1][O:2][C:3]([C:5]1[CH:14]=[C:13]2[C:8]([CH:9]=[CH:10][NH:11][C:12]2=[O:15])=[CH:7][CH:6]=1)=[O:4].Br[C:17]1([C:24]#[N:25])[CH:22]=[CH:21][C:20]([CH3:23])=[CH:19][CH2:18]1. No catalyst specified. The product is [CH3:1][O:2][C:3]([C:5]1[CH:14]=[C:13]2[C:8]([CH:9]=[CH:10][N:11]([CH2:23][C:20]3[CH:21]=[CH:22][C:17]([C:24]#[N:25])=[CH:18][CH:19]=3)[C:12]2=[O:15])=[CH:7][CH:6]=1)=[O:4]. The yield is 0.945. (3) The reactants are Br[C:2]1[CH:11]=[C:10]2[C:5]([CH:6]=[C:7]([NH:12][C:13]([CH:15]3[CH2:17][CH2:16]3)=[O:14])[N:8]=[CH:9]2)=[CH:4][CH:3]=1.[Cl:18][C:19]1[CH:20]=[C:21]([OH:25])[CH:22]=[CH:23][CH:24]=1.CC(C)(C(=O)CC(=O)C(C)(C)C)C.C(=O)([O-])[O-].[Cs+].[Cs+]. The catalyst is CN1CCCC1=O.ClCCl.[Cu]Cl. The product is [Cl:18][C:19]1[CH:20]=[C:21]([CH:22]=[CH:23][CH:24]=1)[O:25][C:2]1[CH:11]=[C:10]2[C:5]([CH:6]=[C:7]([NH:12][C:13]([CH:15]3[CH2:17][CH2:16]3)=[O:14])[N:8]=[CH:9]2)=[CH:4][CH:3]=1. The yield is 0.130. (4) The reactants are [CH2:1]([N:8]1[CH2:13][CH2:12][CH:11]([N:14]([CH3:30])[C:15](=[O:29])[CH2:16][NH:17][C:18]2[N:23]=[C:22]([CH3:24])[C:21]([N+:25]([O-])=O)=[C:20]([CH3:28])[N:19]=2)[CH2:10][CH2:9]1)[C:2]1[CH:7]=[CH:6][CH:5]=[CH:4][CH:3]=1. The catalyst is C(O)(=O)C.[Zn]. The product is [NH2:25][C:21]1[C:22]([CH3:24])=[N:23][C:18]([NH:17][CH2:16][C:15]([N:14]([CH:11]2[CH2:12][CH2:13][N:8]([CH2:1][C:2]3[CH:3]=[CH:4][CH:5]=[CH:6][CH:7]=3)[CH2:9][CH2:10]2)[CH3:30])=[O:29])=[N:19][C:20]=1[CH3:28]. The yield is 0.290.